From a dataset of Forward reaction prediction with 1.9M reactions from USPTO patents (1976-2016). Predict the product of the given reaction. (1) The product is: [NH2:20][CH2:23][C:24]1[CH:32]=[C:31]([C:33]2[C:41]3[C:36](=[N:37][CH:38]=[C:39]([C:42]4[CH:47]=[CH:46][CH:45]=[CH:44][CH:43]=4)[CH:40]=3)[NH:35][CH:34]=2)[CH:30]=[CH:29][C:25]=1[C:26]([OH:28])=[O:27]. Given the reactants C1(P(C2C=CC=CC=2)C2C=CC=CC=2)C=CC=CC=1.[N:20]([CH2:23][C:24]1[CH:32]=[C:31]([C:33]2[C:41]3[C:36](=[N:37][CH:38]=[C:39]([C:42]4[CH:47]=[CH:46][CH:45]=[CH:44][CH:43]=4)[CH:40]=3)[NH:35][CH:34]=2)[CH:30]=[CH:29][C:25]=1[C:26]([OH:28])=[O:27])=[N+]=[N-].O, predict the reaction product. (2) Given the reactants [CH:1]([O:4][C:5]1[CH:14]=[C:13]([C:15]([F:18])([F:17])[F:16])[C:12]2[C:11]3[O:19][C@H:20]4[CH2:25][CH2:24][CH2:23][C@H:21]4[NH:22][C:10]=3[CH:9]=[CH:8][C:7]=2[N:6]=1)([CH3:3])[CH3:2].C=O.[BH3-][C:29]#N.[Na+], predict the reaction product. The product is: [CH:1]([O:4][C:5]1[CH:14]=[C:13]([C:15]([F:17])([F:16])[F:18])[C:12]2[C:11]3[O:19][C@H:20]4[CH2:25][CH2:24][CH2:23][C@H:21]4[N:22]([CH3:29])[C:10]=3[CH:9]=[CH:8][C:7]=2[N:6]=1)([CH3:3])[CH3:2]. (3) The product is: [F:11][C:8]1[CH:9]=[CH:10][C:2]2[O:30][CH2:29][C@H:25]3[CH2:26][CH2:27][CH2:28][N:24]3[C:4](=[O:6])[C:3]=2[CH:7]=1. Given the reactants F[C:2]1[CH:10]=[CH:9][C:8]([F:11])=[CH:7][C:3]=1[C:4]([OH:6])=O.C(N1C=CN=C1)(N1C=CN=C1)=O.[NH:24]1[CH2:28][CH2:27][CH2:26][C@@H:25]1[CH2:29][OH:30].[H-].[Na+], predict the reaction product. (4) The product is: [C:2]12([CH2:12][O:13][C:14]([C:16]([F:22])([F:21])[S:17]([O-:20])(=[O:18])=[O:19])=[O:15])[CH2:11][CH:6]3[CH2:5][CH:4]([CH2:10][CH:8]([CH2:7]3)[CH2:9]1)[CH2:3]2.[C:37]1([S+:30]([C:24]2[CH:25]=[CH:26][CH:27]=[CH:28][CH:29]=2)[C:31]2[CH:36]=[CH:35][CH:34]=[CH:33][CH:32]=2)[CH:38]=[CH:39][CH:40]=[CH:41][CH:42]=1. Given the reactants [Na].[C:2]12([CH2:12][O:13][C:14]([C:16]([F:22])([F:21])[S:17]([OH:20])(=[O:19])=[O:18])=[O:15])[CH2:11][CH:6]3[CH2:7][CH:8]([CH2:10][CH:4]([CH2:5]3)[CH2:3]1)[CH2:9]2.[Cl-].[C:24]1([S+:30]([C:37]2[CH:42]=[CH:41][CH:40]=[CH:39][CH:38]=2)[C:31]2[CH:36]=[CH:35][CH:34]=[CH:33][CH:32]=2)[CH:29]=[CH:28][CH:27]=[CH:26][CH:25]=1, predict the reaction product. (5) The product is: [Br:20][C:5]1[C:6]([NH:9][C@@H:10]2[C@@H:15]3[CH2:16][C@@H:12]([CH:13]=[CH:14]3)[C@@H:11]2[C:17]([NH2:19])=[O:18])=[C:7]2[N:8]=[C:26]([C:25]3[CH:28]=[CH:29][C:22]([F:21])=[CH:23][CH:24]=3)[NH:1][C:2]2=[N:3][CH:4]=1. Given the reactants [NH2:1][C:2]1[C:7]([NH2:8])=[C:6]([NH:9][C@@H:10]2[C@@H:15]3[CH2:16][C@@H:12]([CH:13]=[CH:14]3)[C@@H:11]2[C:17]([NH2:19])=[O:18])[C:5]([Br:20])=[CH:4][N:3]=1.[F:21][C:22]1[CH:29]=[CH:28][C:25]([CH:26]=O)=[CH:24][CH:23]=1.C([O-])(=O)C.[NH4+], predict the reaction product. (6) The product is: [F:22][C:13]1[CH:14]=[C:15]([NH:18][C:19](=[O:21])[CH3:20])[CH:16]=[CH:17][C:12]=1[O:11][C:9]1[CH:8]=[CH:7][N:6]=[C:5]2[N:4]([S:23]([C:26]3[CH:31]=[CH:30][C:29]([CH3:32])=[CH:28][CH:27]=3)(=[O:25])=[O:24])[CH:3]=[C:2]([CH3:33])[C:10]=12. Given the reactants Br[C:2]1[C:10]2[C:5](=[N:6][CH:7]=[CH:8][C:9]=2[O:11][C:12]2[CH:17]=[CH:16][C:15]([NH:18][C:19](=[O:21])[CH3:20])=[CH:14][C:13]=2[F:22])[N:4]([S:23]([C:26]2[CH:31]=[CH:30][C:29]([CH3:32])=[CH:28][CH:27]=2)(=[O:25])=[O:24])[CH:3]=1.[C:33](=O)(O)[O-].[Na+].CB1OB(C)OB(C)O1, predict the reaction product. (7) Given the reactants [Br:1][C:2]1[CH:7]=[CH:6][C:5]([CH2:8][CH2:9][C:10]([OH:12])=O)=[CH:4][CH:3]=1.[Al+3].[Cl-].[Cl-].[Cl-], predict the reaction product. The product is: [Br:1][C:2]1[CH:3]=[C:4]2[C:5]([CH2:8][CH2:9][C:10]2=[O:12])=[CH:6][CH:7]=1. (8) Given the reactants [F:1][C:2]1[CH:7]=[CH:6][CH:5]=[CH:4][C:3]=1[C@H:8]1[C:17]2[CH:18]=[CH:19][CH:20]=[CH:21][C:16]=2[C:15]2[N:14]=[C:13]([NH:22][C:23]3[CH:24]=[C:25]([CH2:29][CH2:30][OH:31])[CH:26]=[CH:27][CH:28]=3)[N:12]=[CH:11][C:10]=2[CH2:9]1.C(N(CC)CC)C.[CH3:39][S:40](Cl)(=[O:42])=[O:41], predict the reaction product. The product is: [CH3:39][S:40]([O:31][CH2:30][CH2:29][C:25]1[CH:26]=[CH:27][CH:28]=[C:23]([NH:22][C:13]2[N:12]=[CH:11][C:10]3[CH2:9][C@@H:8]([C:3]4[CH:4]=[CH:5][CH:6]=[CH:7][C:2]=4[F:1])[C:17]4[CH:18]=[CH:19][CH:20]=[CH:21][C:16]=4[C:15]=3[N:14]=2)[CH:24]=1)(=[O:42])=[O:41].